Dataset: Forward reaction prediction with 1.9M reactions from USPTO patents (1976-2016). Task: Predict the product of the given reaction. Given the reactants [CH2:1]([O:8][CH2:9][N:10]1[C:15](=[O:16])[C:14]([Br:17])=[N:13][N:12]([CH2:18][C:19](F)(F)C2C=CC=CC=2)[C:11]1=[O:28])[C:2]1[CH:7]=[CH:6][CH:5]=[CH:4][CH:3]=1.[Br:29]CCO, predict the reaction product. The product is: [CH2:1]([O:8][CH2:9][N:10]1[C:15](=[O:16])[C:14]([Br:17])=[N:13][N:12]([CH2:18][CH2:19][Br:29])[C:11]1=[O:28])[C:2]1[CH:7]=[CH:6][CH:5]=[CH:4][CH:3]=1.